From a dataset of Reaction yield outcomes from USPTO patents with 853,638 reactions. Predict the reaction yield, written as a fraction of the theoretical maximum amount of product (1.0 means a 100% yield; for example, 0.34 means a 34% yield). (1) The reactants are [CH3:1][O:2][C:3]1[CH:4]=[C:5]([CH2:9][S:10]([C:13]2[CH:14]=[C:15]3[C:19](=[CH:20][CH:21]=2)[NH:18][C:17](=[O:22])[CH2:16]3)(=[O:12])=[O:11])[CH:6]=[CH:7][CH:8]=1.[CH2:23]([N:25]([CH2:40][CH3:41])[CH2:26][CH2:27][NH:28][C:29]([C:31]1[C:35]([CH3:36])=[C:34]([CH:37]=O)[NH:33][C:32]=1[CH3:39])=[O:30])[CH3:24].N1CCCCC1. The catalyst is C(O)C. The product is [CH2:40]([N:25]([CH2:23][CH3:24])[CH2:26][CH2:27][NH:28][C:29]([C:31]1[C:35]([CH3:36])=[C:34](/[CH:37]=[C:16]2\[C:17](=[O:22])[NH:18][C:19]3[C:15]\2=[CH:14][C:13]([S:10]([CH2:9][C:5]2[CH:6]=[CH:7][CH:8]=[C:3]([O:2][CH3:1])[CH:4]=2)(=[O:11])=[O:12])=[CH:21][CH:20]=3)[NH:33][C:32]=1[CH3:39])=[O:30])[CH3:41]. The yield is 0.690. (2) The reactants are [C:1]1([C:7]2[S:8][C:9]([C:12](=[O:15])[CH2:13][CH3:14])=[CH:10][N:11]=2)[CH:6]=[CH:5][CH:4]=[CH:3][CH:2]=1.C[Si]([N-][Si](C)(C)C)(C)C.[Li+].[C:26]([O:30][CH2:31][CH3:32])(=[O:29])[CH:27]=[O:28]. The catalyst is O1CCCC1.C1(C)C=CC=CC=1.CC(C)[O-].CC(C)[O-].CC(C)[O-].Cl[Ti+3]. The product is [CH2:31]([O:30][C:26](=[O:29])[CH:27]([OH:28])[CH:13]([CH3:14])[C:12](=[O:15])[C:9]1[S:8][C:7]([C:1]2[CH:2]=[CH:3][CH:4]=[CH:5][CH:6]=2)=[N:11][CH:10]=1)[CH3:32]. The yield is 0.400.